Dataset: Full USPTO retrosynthesis dataset with 1.9M reactions from patents (1976-2016). Task: Predict the reactants needed to synthesize the given product. (1) Given the product [C:27]([O:31][C:32](=[O:37])[NH:33][CH2:34][CH2:35][N:42]1[C:38](=[O:44])[CH:39]=[CH:40][C:41]1=[O:43])([CH3:30])([CH3:29])[CH3:28], predict the reactants needed to synthesize it. The reactants are: C1(C)C=CC=CC=1.C1(P(C2C=CC=CC=2)C2C=CC=CC=2)C=CC=CC=1.[C:27]([O:31][C:32](=[O:37])[NH:33][CH2:34][CH2:35]O)([CH3:30])([CH3:29])[CH3:28].[C:38]1(=[O:44])[NH:42][C:41](=[O:43])[CH:40]=[CH:39]1. (2) Given the product [C:29]([C:26]1([NH:25][C:21]([C:18]2[C:16]3=[N:17][C:12]([C:4]4[C:5]5[C:10](=[CH:9][C:8]([CH3:11])=[CH:7][CH:6]=5)[N:2]([CH3:1])[N:3]=4)=[CH:13][N:14]=[C:15]3[NH:20][CH:19]=2)=[O:22])[CH2:28][CH2:27]1)#[N:30], predict the reactants needed to synthesize it. The reactants are: [CH3:1][N:2]1[C:10]2[C:5](=[CH:6][CH:7]=[C:8]([CH3:11])[CH:9]=2)[C:4]([C:12]2[N:17]=[C:16]3[C:18]([C:21](O)=[O:22])=[CH:19][NH:20][C:15]3=[N:14][CH:13]=2)=[N:3]1.Cl.[NH2:25][C:26]1([C:29]#[N:30])[CH2:28][CH2:27]1.CCN=C=NCCCN(C)C.O. (3) Given the product [NH2:1][C:2]1[N:7]=[CH:6][C:5]([CH2:8][O:9][C:10](=[O:14])[N:11]([CH3:13])[CH3:12])=[C:4]([CH2:15][Cl:20])[C:3]=1[Cl:17], predict the reactants needed to synthesize it. The reactants are: [NH2:1][C:2]1[N:7]=[CH:6][C:5]([CH2:8][O:9][C:10](=[O:14])[N:11]([CH3:13])[CH3:12])=[C:4]([CH2:15]O)[C:3]=1[Cl:17].O=S(Cl)[Cl:20].ClC1C=NC=C(Cl)C=1CCl. (4) Given the product [CH2:27]([NH:26][CH2:39][C:12]1[CH:13]=[CH:14][N:9]=[C:10]([C:15]2[CH:20]=[C:19]([CH2:24][NH:21][CH2:22][CH3:23])[CH:18]=[CH:17][N:16]=2)[CH:11]=1)[CH3:28], predict the reactants needed to synthesize it. The reactants are: N[C@H](C=O)CCSC.[N:9]1[CH:14]=[CH:13][CH:12]=[CH:11][C:10]=1[C:15]1[CH:20]=[CH:19][CH:18]=[CH:17][N:16]=1.[NH:21]([CH2:24]C)[CH2:22][CH3:23].[NH:26]1[CH2:39][CH2:28][CH2:27][NH:26][CH2:39][CH2:39][NH:26][CH2:27][CH2:28]CN[CH2:28][CH2:27]1.